Dataset: Forward reaction prediction with 1.9M reactions from USPTO patents (1976-2016). Task: Predict the product of the given reaction. (1) Given the reactants [C:1]([O:4][CH2:5][C:6]1[C:11]([N:12]2[CH2:24][CH2:23][N:15]3[C:16]4[CH2:17][CH2:18][CH2:19][CH2:20][C:21]=4[CH:22]=[C:14]3[C:13]2=[O:25])=[CH:10][C:9]([F:26])=[CH:8][C:7]=1B1OC(C)(C)C(C)(C)O1)(=[O:3])[CH3:2].Br[C:37]1[N:38]=[C:39]([NH:45][C:46]2[CH:51]=[CH:50][C:49]([N:52]3[CH2:57][CH2:56][N:55]([CH:58]4[CH2:61][O:60][CH2:59]4)[CH2:54][CH2:53]3)=[CH:48][CH:47]=2)[C:40](=[O:44])[N:41]([CH3:43])[CH:42]=1, predict the reaction product. The product is: [C:1]([O:4][CH2:5][C:6]1[C:11]([N:12]2[CH2:24][CH2:23][N:15]3[C:16]4[CH2:17][CH2:18][CH2:19][CH2:20][C:21]=4[CH:22]=[C:14]3[C:13]2=[O:25])=[CH:10][C:9]([F:26])=[CH:8][C:7]=1[C:37]1[N:38]=[C:39]([NH:45][C:46]2[CH:51]=[CH:50][C:49]([N:52]3[CH2:57][CH2:56][N:55]([CH:58]4[CH2:61][O:60][CH2:59]4)[CH2:54][CH2:53]3)=[CH:48][CH:47]=2)[C:40](=[O:44])[N:41]([CH3:43])[CH:42]=1)(=[O:3])[CH3:2]. (2) The product is: [NH2:5][C:6]1[N:11]=[CH:10][C:9](/[CH:12]=[CH:13]/[C:14]([N:18]([CH3:17])[CH2:19][C:20]2[S:27][C:23]3[S:24][CH:25]=[CH:26][C:22]=3[CH:21]=2)=[O:16])=[CH:8][CH:7]=1. Given the reactants C(Cl)CCl.[NH2:5][C:6]1[N:11]=[CH:10][C:9](/[CH:12]=[CH:13]/[C:14]([OH:16])=O)=[CH:8][CH:7]=1.[CH3:17][NH:18][CH2:19][C:20]1[S:27][C:23]2[S:24][CH:25]=[CH:26][C:22]=2[CH:21]=1.C1C=CC2N(O)N=NC=2C=1.O.CCN(CC)CC, predict the reaction product.